From a dataset of Catalyst prediction with 721,799 reactions and 888 catalyst types from USPTO. Predict which catalyst facilitates the given reaction. (1) Reactant: [C:1]([C@H:9]1[CH2:14][CH2:13][C@H:12]([C:15]([OH:17])=O)[CH2:11][CH2:10]1)(=[O:8])[C:2]1[CH:7]=[CH:6][CH:5]=[CH:4][CH:3]=1.CCN=C=NCCCN(C)C.Cl.C1C=CC2N(O)N=NC=2C=1.O.[NH2:41][CH2:42][CH2:43][NH:44][C:45](=[O:51])[O:46][C:47]([CH3:50])([CH3:49])[CH3:48]. Product: [C:1]([C@H:9]1[CH2:10][CH2:11][C@H:12]([C:15]([NH:41][CH2:42][CH2:43][NH:44][C:45](=[O:51])[O:46][C:47]([CH3:49])([CH3:48])[CH3:50])=[O:17])[CH2:13][CH2:14]1)(=[O:8])[C:2]1[CH:3]=[CH:4][CH:5]=[CH:6][CH:7]=1. The catalyst class is: 3. (2) Reactant: [OH:1][C@@:2]1([CH2:22][O:23][CH3:24])[CH2:7][CH2:6][CH2:5][CH2:4][C@H:3]1[N:8]1[C:12]([C:13]2[CH:18]=[CH:17][CH:16]=[CH:15][CH:14]=2)=[C:11]([C:19](O)=[O:20])[N:10]=[CH:9]1.[CH2:25]([C@H:32]1[NH:37][CH2:36][CH2:35][N:34]([C:38]([O:40][C:41]([CH3:44])([CH3:43])[CH3:42])=[O:39])[CH2:33]1)[C:26]1[CH:31]=[CH:30][CH:29]=[CH:28][CH:27]=1.CCN=C=NCCCN(C)C.Cl.C1C=CC2N(O)N=NC=2C=1.C(=O)([O-])O.[Na+]. Product: [CH2:25]([C@H:32]1[N:37]([C:19]([C:11]2[N:10]=[CH:9][N:8]([C@@H:3]3[CH2:4][CH2:5][CH2:6][CH2:7][C@@:2]3([OH:1])[CH2:22][O:23][CH3:24])[C:12]=2[C:13]2[CH:18]=[CH:17][CH:16]=[CH:15][CH:14]=2)=[O:20])[CH2:36][CH2:35][N:34]([C:38]([O:40][C:41]([CH3:44])([CH3:43])[CH3:42])=[O:39])[CH2:33]1)[C:26]1[CH:27]=[CH:28][CH:29]=[CH:30][CH:31]=1. The catalyst class is: 3. (3) Reactant: [C:1]1([P:7]([C:17]2[CH:22]=[CH:21][CH:20]=[CH:19][CH:18]=2)[C:8]2[CH:16]=[CH:15][CH:14]=[CH:13][C:9]=2[C:10]([OH:12])=[O:11])[CH:6]=[CH:5][CH:4]=[CH:3][CH:2]=1.[CH2:23](O)[CH3:24].C(N=C=NC(C)C)(C)C. Product: [C:1]1([P:7]([C:17]2[CH:22]=[CH:21][CH:20]=[CH:19][CH:18]=2)[C:8]2[CH:16]=[CH:15][CH:14]=[CH:13][C:9]=2[C:10]([O:12][CH2:23][CH3:24])=[O:11])[CH:2]=[CH:3][CH:4]=[CH:5][CH:6]=1. The catalyst class is: 143.